From a dataset of Reaction yield outcomes from USPTO patents with 853,638 reactions. Predict the reaction yield, written as a fraction of the theoretical maximum amount of product (1.0 means a 100% yield; for example, 0.34 means a 34% yield). (1) The reactants are [CH3:1][C:2]1[CH:3]=[C:4]([CH:6]=[C:7]([CH3:9])[CH:8]=1)[NH2:5].[Cl-].[Al+3].[Cl-].[Cl-].[C:14]1([C:31]2[CH:36]=[CH:35][CH:34]=[CH:33][CH:32]=2)[CH:19]=[CH:18][CH:17]=[CH:16][C:15]=1[C:20]1O[C:22]([C:25]2[CH:30]=[CH:29][CH:28]=[CH:27][CH:26]=2)=[N:23][N:24]=1.CN1C(=O)CCC1. The catalyst is C(OCC)(=O)C.O. The product is [C:14]1([C:31]2[CH:32]=[CH:33][CH:34]=[CH:35][CH:36]=2)[CH:19]=[CH:18][CH:17]=[CH:16][C:15]=1[C:20]1[N:5]([C:4]2[CH:6]=[C:7]([CH3:9])[CH:8]=[C:2]([CH3:1])[CH:3]=2)[C:22]([C:25]2[CH:26]=[CH:27][CH:28]=[CH:29][CH:30]=2)=[N:23][N:24]=1. The yield is 0.730. (2) The reactants are [NH:1]1[CH2:6][CH2:5][CH:4]([CH2:7][OH:8])[CH2:3][CH2:2]1.Cl[C:10]([O:12][CH2:13][CH3:14])=[O:11].C(N(CC)CC)C. The catalyst is ClCCl. The product is [OH:8][CH2:7][CH:4]1[CH2:5][CH2:6][N:1]([C:10]([O:12][CH2:13][CH3:14])=[O:11])[CH2:2][CH2:3]1. The yield is 0.960. (3) The reactants are C([Si](C1C=CC=CC=1)(C1C=CC=CC=1)[O:6][CH:7]1[C:11]([CH3:13])([CH3:12])[CH2:10][N:9]([C:14]2[CH:19]=[CH:18][C:17]([C:20]#[C:21][C:22]3[CH:27]=[CH:26][CH:25]=[CH:24][CH:23]=3)=[CH:16][N:15]=2)[C:8]1=[O:28])(C)(C)C.CCCC[N+](CCCC)(CCCC)CCCC.[F-]. The catalyst is C1COCC1. The product is [OH:6][CH:7]1[C:11]([CH3:13])([CH3:12])[CH2:10][N:9]([C:14]2[CH:19]=[CH:18][C:17]([C:20]#[C:21][C:22]3[CH:27]=[CH:26][CH:25]=[CH:24][CH:23]=3)=[CH:16][N:15]=2)[C:8]1=[O:28]. The yield is 0.780. (4) The reactants are Br[CH2:2][C:3]1[CH:8]=[CH:7][C:6]([O:9][CH3:10])=[CH:5][C:4]=1[F:11].[C-:12]#[N:13].[K+]. The catalyst is [I-].C([N+](CCCC)(CCCC)CCCC)CCC.C(Cl)Cl.O. The product is [F:11][C:4]1[CH:5]=[C:6]([O:9][CH3:10])[CH:7]=[CH:8][C:3]=1[CH2:2][C:12]#[N:13]. The yield is 0.750. (5) The reactants are B.C1COCC1.[CH2:7]([O:14][CH2:15][CH2:16][N:17]1[CH2:22][CH2:21][CH:20]([CH2:23][CH2:24][CH2:25][C:26]([NH2:28])=O)[CH2:19][CH2:18]1)[C:8]1[CH:13]=[CH:12][CH:11]=[CH:10][CH:9]=1. No catalyst specified. The product is [CH2:7]([O:14][CH2:15][CH2:16][N:17]1[CH2:22][CH2:21][CH:20]([CH2:23][CH2:24][CH2:25][CH2:26][NH2:28])[CH2:19][CH2:18]1)[C:8]1[CH:9]=[CH:10][CH:11]=[CH:12][CH:13]=1. The yield is 0.890. (6) The reactants are [CH3:1][C:2]1[N:3]=[CH:4][S:5][C:6]=1[C:7]1[CH:23]=[CH:22][C:10]([CH2:11][NH:12]C(=O)OCC[Si](C)(C)C)=[CH:9][CH:8]=1.[F-].C([N+](CCCC)(CCCC)CCCC)CCC.C1COCC1. The catalyst is C(#N)C. The product is [CH3:1][C:2]1[N:3]=[CH:4][S:5][C:6]=1[C:7]1[CH:23]=[CH:22][C:10]([CH2:11][NH2:12])=[CH:9][CH:8]=1. The yield is 0.890.